From a dataset of Catalyst prediction with 721,799 reactions and 888 catalyst types from USPTO. Predict which catalyst facilitates the given reaction. (1) Reactant: [NH:1]1[C:5]([C:6]2[CH:7]=[C:8]3[C:12](=[CH:13][CH:14]=2)[NH:11][N:10]=[C:9]3[C:15]2[CH:16]=[C:17]([CH:32]=[CH:33][CH:34]=2)[O:18][CH2:19][CH2:20][NH:21]C(OCC2C=CC=CC=2)=O)=[N:4][CH:3]=[N:2]1.C(O)=O. Product: [NH:1]1[C:5]([C:6]2[CH:7]=[C:8]3[C:12](=[CH:13][CH:14]=2)[NH:11][N:10]=[C:9]3[C:15]2[CH:16]=[C:17]([CH:32]=[CH:33][CH:34]=2)[O:18][CH2:19][CH2:20][NH2:21])=[N:4][CH:3]=[N:2]1. The catalyst class is: 43. (2) Reactant: [Cl:1][C:2]1[CH:3]=[C:4]2[O:8][C:7]([C:9]3[CH:14]=[CH:13][C:12]([CH3:15])=[CH:11][CH:10]=3)=[N:6][C:5]2=[C:16]([C:18]([OH:20])=O)[CH:17]=1.Cl.Cl.[NH2:23][CH:24]1[CH2:31][CH:30]2[N:32]([CH3:33])[CH:26]([CH2:27][CH2:28][CH2:29]2)[CH2:25]1.Cl.C(N=C=NCCCN(C)C)C.ON1C2C=CC=CC=2N=N1.C(N(CC)CC)C. Product: [CH3:33][N:32]1[CH:26]2[CH2:27][CH2:28][CH2:29][CH:30]1[CH2:31][CH:24]([NH:23][C:18]([C:16]1[CH:17]=[C:2]([Cl:1])[CH:3]=[C:4]3[O:8][C:7]([C:9]4[CH:10]=[CH:11][C:12]([CH3:15])=[CH:13][CH:14]=4)=[N:6][C:5]=13)=[O:20])[CH2:25]2. The catalyst class is: 39. (3) Reactant: Cl.[CH3:2][C:3]1[CH:8]=[CH:7][CH:6]=[CH:5][C:4]=1[NH:9][NH2:10].[C:11](OCC)(=[O:19])[C:12]#[C:13][C:14]([O:16][CH2:17][CH3:18])=[O:15].C(=O)([O-])[O-].[K+].[K+].Cl. Product: [OH:19][C:11]1[N:9]([C:4]2[CH:5]=[CH:6][CH:7]=[CH:8][C:3]=2[CH3:2])[N:10]=[C:13]([C:14]([O:16][CH2:17][CH3:18])=[O:15])[CH:12]=1. The catalyst class is: 8. (4) Reactant: [Cl:1][C:2]1[CH:10]=[C:6]([C:7]([O-])=[O:8])[C:5]([NH2:11])=[CH:4][CH:3]=1.[NH4+:12].[CH:13]([O-])([O-])OC. Product: [Cl:1][C:2]1[CH:10]=[C:6]2[C:5](=[CH:4][CH:3]=1)[N:11]=[CH:13][NH:12][C:7]2=[O:8]. The catalyst class is: 10. (5) Reactant: [NH2:1][CH2:2][C:3]1[CH:10]=[CH:9][C:6]([CH2:7][OH:8])=[CH:5][CH:4]=1.[N:11]1[CH:16]=[CH:15][CH:14]=[CH:13][C:12]=1[C:17](O)=[O:18].ON1C2C=CC=CC=2N=N1.C(N(CC)C(C)C)(C)C.Cl.CN(C)CCCN=C=NCC. Product: [OH:8][CH2:7][C:6]1[CH:9]=[CH:10][C:3]([CH2:2][NH:1][C:17]([C:12]2[CH:13]=[CH:14][CH:15]=[CH:16][N:11]=2)=[O:18])=[CH:4][CH:5]=1. The catalyst class is: 3.